From a dataset of Reaction yield outcomes from USPTO patents with 853,638 reactions. Predict the reaction yield, written as a fraction of the theoretical maximum amount of product (1.0 means a 100% yield; for example, 0.34 means a 34% yield). (1) The reactants are [Cl:1][C:2]1[CH:7]=[CH:6][C:5]([CH:8]([CH2:13][NH:14][CH2:15][C:16]([F:19])([F:18])[F:17])[C:9]([O:11]C)=[O:10])=[CH:4][CH:3]=1.O([Si](C)(C)C)[K:21]. The catalyst is C1COCC1.CCOCC. The product is [Cl:1][C:2]1[CH:3]=[CH:4][C:5]([CH:8]([CH2:13][NH:14][CH2:15][C:16]([F:17])([F:18])[F:19])[C:9]([O-:11])=[O:10])=[CH:6][CH:7]=1.[K+:21]. The yield is 1.18. (2) The reactants are [NH2:1][C@@H:2]([CH2:24][C:25]1[CH:30]=[CH:29][CH:28]=[CH:27][CH:26]=1)[CH2:3][C@H:4]([OH:23])[C@@H:5]([NH:13][C:14](=[O:22])[O:15][CH2:16][C:17]1[S:21][CH:20]=[N:19][CH:18]=1)[CH2:6][C:7]1[CH:12]=[CH:11][CH:10]=[CH:9][CH:8]=1.[CH3:31][N:32]([CH3:37])[S:33](Cl)(=[O:35])=[O:34]. The catalyst is CN(C1C=CN=CC=1)C.CN(C=O)C. The product is [CH2:6]([C@H:5]([NH:13][C:14](=[O:22])[O:15][CH2:16][C:17]1[S:21][CH:20]=[N:19][CH:18]=1)[C@@H:4]([OH:23])[CH2:3][C@@H:2]([NH:1][S:33]([N:32]([CH3:37])[CH3:31])(=[O:35])=[O:34])[CH2:24][C:25]1[CH:26]=[CH:27][CH:28]=[CH:29][CH:30]=1)[C:7]1[CH:12]=[CH:11][CH:10]=[CH:9][CH:8]=1. The yield is 0.187. (3) The reactants are Br[C:2]1[C:11]([O:12][CH:13]2[CH2:18][CH2:17][CH:16]([C:19]([CH3:22])([CH3:21])[CH3:20])[CH2:15][CH2:14]2)=[CH:10][CH:9]=[C:8]2[C:3]=1[CH:4]=[CH:5][C:6]([C@:23]1([CH3:29])[CH2:27][O:26][C:25](=[O:28])[NH:24]1)=[CH:7]2.ClCCl.C(=O)([O-])[O-].[Cs+].[Cs+].O1[CH2:43][CH2:42][CH2:41]C1. The catalyst is O.C1C=CC(P(C2C=CC=CC=2)[C-]2C=CC=C2)=CC=1.C1C=CC(P(C2C=CC=CC=2)[C-]2C=CC=C2)=CC=1.Cl[Pd]Cl.[Fe+2]. The product is [C:19]([C@H:16]1[CH2:17][CH2:18][C@H:13]([O:12][C:11]2[C:2]([CH:41]3[CH2:42][CH2:43]3)=[C:3]3[C:8](=[CH:9][CH:10]=2)[CH:7]=[C:6]([C@:23]2([CH3:29])[CH2:27][O:26][C:25](=[O:28])[NH:24]2)[CH:5]=[CH:4]3)[CH2:14][CH2:15]1)([CH3:22])([CH3:21])[CH3:20]. The yield is 0.580. (4) The reactants are [Cl:1][C:2]1[N:7]=[C:6](Cl)[C:5]([C:9]#[N:10])=[CH:4][N:3]=1.[NH2:11][CH:12]1[CH2:26][CH:15]2[CH2:16][N:17]([C:19]([O:21][C:22]([CH3:25])([CH3:24])[CH3:23])=[O:20])[CH2:18][CH:14]2[CH2:13]1.C(N(CC)CC)C. The catalyst is C(O)C. The product is [Cl:1][C:2]1[N:7]=[C:6]([NH:11][CH:12]2[CH2:26][CH:15]3[CH2:16][N:17]([C:19]([O:21][C:22]([CH3:24])([CH3:23])[CH3:25])=[O:20])[CH2:18][CH:14]3[CH2:13]2)[C:5]([C:9]#[N:10])=[CH:4][N:3]=1. The yield is 0.265. (5) The reactants are [CH2:1]([O:3][C:4](=[O:27])[CH2:5][O:6][C:7]1[CH:12]=[C:11]([F:13])[C:10]([CH3:14])=[CH:9][C:8]=1[C:15](=O)[NH:16][CH2:17][C:18]1[CH:23]=[CH:22][C:21]([Br:24])=[CH:20][C:19]=1[F:25])[CH3:2].P12(SP3(SP(SP(S3)(S1)=S)(=S)S2)=S)=[S:29]. The catalyst is N1C=CC=CC=1.C(OCC)(=O)C. The product is [CH2:1]([O:3][C:4](=[O:27])[CH2:5][O:6][C:7]1[CH:12]=[C:11]([F:13])[C:10]([CH3:14])=[CH:9][C:8]=1[C:15](=[S:29])[NH:16][CH2:17][C:18]1[CH:23]=[CH:22][C:21]([Br:24])=[CH:20][C:19]=1[F:25])[CH3:2]. The yield is 0.890. (6) The catalyst is C(O)(C(F)(F)F)=O. The product is [NH2:15][C:14]1[O:17][C:16]([C:18]2[CH:23]=[CH:22][CH:21]=[C:20]([Cl:24])[CH:19]=2)=[C:7]([CH2:6][C:5]2[CH:4]=[CH:3][C:2]([Cl:1])=[CH:26][CH:25]=2)[C:8]=1[C:9]([O:11][CH2:12][CH3:13])=[O:10]. The yield is 0.720. The reactants are [Cl:1][C:2]1[CH:26]=[CH:25][C:5]([CH2:6][CH:7]([C:16]([C:18]2[CH:23]=[CH:22][CH:21]=[C:20]([Cl:24])[CH:19]=2)=[O:17])[CH:8]([C:14]#[N:15])[C:9]([O:11][CH2:12][CH3:13])=[O:10])=[CH:4][CH:3]=1. (7) The reactants are [NH2:1][C:2]1[C:7](C=O)=[C:6]([N:10]2[CH2:15][CH2:14][CH:13]([C:16]3[N:17]([CH3:32])[CH:18]=[C:19]([C:21]4[CH:26]=[CH:25][C:24]([F:27])=[C:23]([C:28]([F:31])([F:30])[F:29])[CH:22]=4)[N:20]=3)[CH2:12][CH2:11]2)[N:5]=[CH:4][N:3]=1.C1(P(=[CH:52][C:53]([O:55][CH3:56])=[O:54])(C2C=CC=CC=2)C2C=CC=CC=2)C=CC=CC=1.[Cl-].[Li+].[CH2:59](N(CC)CC)C. The yield is 0.720. The catalyst is CS(C)=O. The product is [CH3:56][O:55][C:53](=[O:54])/[CH:52]=[CH:59]/[C:7]1[C:2]([NH2:1])=[N:3][CH:4]=[N:5][C:6]=1[N:10]1[CH2:11][CH2:12][CH:13]([C:16]2[N:17]([CH3:32])[CH:18]=[C:19]([C:21]3[CH:26]=[CH:25][C:24]([F:27])=[C:23]([C:28]([F:30])([F:29])[F:31])[CH:22]=3)[N:20]=2)[CH2:14][CH2:15]1.